This data is from Catalyst prediction with 721,799 reactions and 888 catalyst types from USPTO. The task is: Predict which catalyst facilitates the given reaction. (1) Reactant: [CH2:1]([O:3][C:4](=[O:17])[CH:5]([C:7]1[CH:12]=[CH:11][C:10]([CH2:13][CH:14]([CH3:16])[CH3:15])=[CH:9][CH:8]=1)[CH3:6])[CH3:2].[Li+].CC([N-]C(C)C)C.[Br:26][CH2:27][CH2:28][CH2:29][CH2:30]Br.O. Product: [CH2:1]([O:3][C:4](=[O:17])[C:5]([C:7]1[CH:8]=[CH:9][C:10]([CH2:13][CH:14]([CH3:16])[CH3:15])=[CH:11][CH:12]=1)([CH3:6])[CH2:30][CH2:29][CH2:28][CH2:27][Br:26])[CH3:2]. The catalyst class is: 1. (2) The catalyst class is: 3. Product: [Si:12]([O:5][CH2:4][C:3]#[C:2][CH2:1][OH:6])([C:15]([CH3:18])([CH3:17])[CH3:16])([CH3:14])[CH3:13]. Reactant: [CH2:1]([OH:6])[C:2]#[C:3][CH2:4][OH:5].N1C=CN=C1.[Si:12](Cl)([C:15]([CH3:18])([CH3:17])[CH3:16])([CH3:14])[CH3:13].CCOCC. (3) Reactant: BrC1[C:8](=[O:9])[CH:7]=[C:6](C2C=CC(OC)=CC=2)[C:5]2[CH:18]=[C:19](OC)[C:20](OC)=[C:21](OC)[C:4]=2[O:3]1.[Br-].[N-]=[N+]=[N-].[Na+]. Product: [O:3]1[C:4]2[C:5](=[CH:18][CH:19]=[CH:20][CH:21]=2)[CH:6]=[CH:7][C:8]1=[O:9]. The catalyst class is: 3. (4) Reactant: [CH2:1]([O:3][C:4]1[CH2:10][C:9](=[O:11])[NH:8][C:7]2[CH:12]=[CH:13][CH:14]=[CH:15][C:6]=2[N:5]=1)[CH3:2].Br[CH2:17][C:18]([N:20]([CH:27]([CH3:29])[CH3:28])[C:21]1[CH:26]=[CH:25][CH:24]=[CH:23][CH:22]=1)=[O:19]. Product: [CH2:1]([O:3][C:4]1[CH2:10][C:9](=[O:11])[N:8]([CH2:17][C:18]([N:20]([CH:27]([CH3:29])[CH3:28])[C:21]2[CH:26]=[CH:25][CH:24]=[CH:23][CH:22]=2)=[O:19])[C:7]2[CH:12]=[CH:13][CH:14]=[CH:15][C:6]=2[N:5]=1)[CH3:2]. The catalyst class is: 39. (5) Reactant: C(OC(=O)[NH:7][C:8]1[CH:13]=[C:12]([CH3:14])[C:11]([Cl:15])=[CH:10][C:9]=1[NH:16][C:17](=[O:33])[CH2:18][C:19](=O)[C:20]1[CH:25]=[CH:24][CH:23]=[C:22]([C:26]2[CH:27]=[N:28][CH:29]=[N:30][CH:31]=2)[CH:21]=1)(C)(C)C.C(O)(C(F)(F)F)=O. Product: [Cl:15][C:11]1[C:12]([CH3:14])=[CH:13][C:8]2[N:7]=[C:19]([C:20]3[CH:25]=[CH:24][CH:23]=[C:22]([C:26]4[CH:27]=[N:28][CH:29]=[N:30][CH:31]=4)[CH:21]=3)[CH2:18][C:17](=[O:33])[NH:16][C:9]=2[CH:10]=1. The catalyst class is: 2.